This data is from CYP1A2 inhibition data for predicting drug metabolism from PubChem BioAssay. The task is: Regression/Classification. Given a drug SMILES string, predict its absorption, distribution, metabolism, or excretion properties. Task type varies by dataset: regression for continuous measurements (e.g., permeability, clearance, half-life) or binary classification for categorical outcomes (e.g., BBB penetration, CYP inhibition). Dataset: cyp1a2_veith. The result is 1 (inhibitor). The drug is O=c1ccc2c(OCCCCc3ccccc3)c3ccoc3cc2o1.